From a dataset of Full USPTO retrosynthesis dataset with 1.9M reactions from patents (1976-2016). Predict the reactants needed to synthesize the given product. (1) Given the product [C:15]([NH:1][C:2]1[CH:14]=[CH:13][C:5]2[S:6][C:7]([C:9]([O:11][CH3:12])=[O:10])=[CH:8][C:4]=2[CH:3]=1)(=[O:17])[CH3:16], predict the reactants needed to synthesize it. The reactants are: [NH2:1][C:2]1[CH:14]=[CH:13][C:5]2[S:6][C:7]([C:9]([O:11][CH3:12])=[O:10])=[CH:8][C:4]=2[CH:3]=1.[C:15](OC(=O)C)(=[O:17])[CH3:16].C(N(C(C)C)CC)(C)C. (2) Given the product [CH2:1]([C@H:8]1[CH2:13][CH2:12][O:11][C:10](=[O:14])[N:9]1[C:15](=[O:30])[C@@H:16]([C@H:21]([O:22][Si:45]([C:48]([CH3:51])([CH3:50])[CH3:49])([CH3:47])[CH3:46])[C:23]1[CH:24]=[N:25][C:26]([Cl:29])=[CH:27][CH:28]=1)[CH2:17][CH2:18][C:19]#[CH:20])[C:2]1[CH:3]=[CH:4][CH:5]=[CH:6][CH:7]=1, predict the reactants needed to synthesize it. The reactants are: [CH2:1]([C@H:8]1[CH2:13][CH2:12][O:11][C:10](=[O:14])[N:9]1[C:15](=[O:30])[C@@H:16]([C@@H:21]([C:23]1[CH:24]=[N:25][C:26]([Cl:29])=[CH:27][CH:28]=1)[OH:22])[CH2:17][CH2:18][C:19]#[CH:20])[C:2]1[CH:7]=[CH:6][CH:5]=[CH:4][CH:3]=1.N1C(C)=CC=CC=1C.FC(F)(F)S(O[Si:45]([C:48]([CH3:51])([CH3:50])[CH3:49])([CH3:47])[CH3:46])(=O)=O. (3) Given the product [CH2:19]([N:21]([CH2:22][CH3:23])[C:9](=[O:18])[C@@H:10]([OH:17])[C:11]1[CH:12]=[CH:13][CH:14]=[CH:15][CH:16]=1)[CH3:20], predict the reactants needed to synthesize it. The reactants are: O=C1CCC(=O)N1O[C:9](=[O:18])[CH:10]([OH:17])[C:11]1[CH:16]=[CH:15][CH:14]=[CH:13][CH:12]=1.[CH2:19]([NH:21][CH2:22][CH3:23])[CH3:20]. (4) Given the product [C:14]([NH:18][S:19]([C:22]1[C:23]([C:28]2[CH:33]=[CH:32][C:31]([NH:34][CH2:9][C:6]3[C:5]([CH2:11][OH:12])=[CH:4][N:3]=[C:2]([CH3:1])[C:7]=3[OH:8])=[C:30]([F:35])[CH:29]=2)=[CH:24][CH:25]=[CH:26][CH:27]=1)(=[O:21])=[O:20])([CH3:17])([CH3:15])[CH3:16], predict the reactants needed to synthesize it. The reactants are: [CH3:1][C:2]1[C:7]([OH:8])=[C:6]([CH:9]=O)[C:5]([CH2:11][OH:12])=[CH:4][N:3]=1.Cl.[C:14]([NH:18][S:19]([C:22]1[C:23]([C:28]2[CH:33]=[CH:32][C:31]([NH2:34])=[C:30]([F:35])[CH:29]=2)=[CH:24][CH:25]=[CH:26][CH:27]=1)(=[O:21])=[O:20])([CH3:17])([CH3:16])[CH3:15]. (5) Given the product [CH3:12][C@H:11]1[C:3]2[C:2]([N:54]3[CH2:55][CH2:56][CH:51]([C:41]4[N:42]([CH2:44][CH2:45][N:46]5[CH2:47][CH2:48][CH2:49][CH2:50]5)[CH:43]=[C:39]([CH2:38][CH2:37][C:36]([F:57])([F:35])[F:58])[N:40]=4)[CH2:52][CH2:53]3)=[N:7][CH:6]=[N:5][C:4]=2[NH:8][C:9](=[O:13])[CH2:10]1, predict the reactants needed to synthesize it. The reactants are: Cl[C:2]1[C:3]2[C@H:11]([CH3:12])[CH2:10][C:9](=[O:13])[NH:8][C:4]=2[N:5]=[CH:6][N:7]=1.FC(F)(F)C(O)=O.FC(F)(F)C(O)=O.FC(F)(F)C(O)=O.[F:35][C:36]([F:58])([F:57])[CH2:37][CH2:38][C:39]1[N:40]=[C:41]([CH:51]2[CH2:56][CH2:55][NH:54][CH2:53][CH2:52]2)[N:42]([CH2:44][CH2:45][N:46]2[CH2:50][CH2:49][CH2:48][CH2:47]2)[CH:43]=1.CN1CCCC1=O.C(N(C(C)C)CC)(C)C. (6) Given the product [Cl:4][C:5]1[CH:10]=[CH:9][N:8]=[C:7]([CH2:11][NH:12][C:13]2[O:14][C:15]3[C:21]([O:22][CH3:23])=[CH:20][C:19]([C:24]([N:26]4[CH2:31][CH:30]([CH3:32])[CH2:29][CH2:28][CH:27]4[CH2:33][C:44]([OH:43])([CH3:45])[CH3:1])=[O:25])=[CH:18][C:16]=3[N:17]=2)[CH:6]=1, predict the reactants needed to synthesize it. The reactants are: [CH3:1][Mg]Br.[Cl:4][C:5]1[CH:10]=[CH:9][N:8]=[C:7]([CH2:11][NH:12][C:13]2[O:14][C:15]3[C:21]([O:22][CH3:23])=[CH:20][C:19]([C:24]([N:26]4[CH2:31][CH:30]([CH3:32])[CH2:29][CH2:28][CH:27]4[CH2:33]C(OCC)=O)=[O:25])=[CH:18][C:16]=3[N:17]=2)[CH:6]=1.[Cl-].[NH4+].C([O:43][CH2:44][CH3:45])C. (7) Given the product [OH:2][C:3]1[CH:12]=[CH:11][C:10]2[C:5](=[CH:6][CH:7]=[C:8]([C:13]3[CH:18]=[CH:17][CH:16]=[C:15]([OH:19])[CH:14]=3)[CH:9]=2)[C:4]=1[C:21]([NH:23][C:24]1[CH:29]=[CH:28][CH:27]=[C:26]([OH:30])[CH:25]=1)=[O:22], predict the reactants needed to synthesize it. The reactants are: C[O:2][C:3]1[CH:12]=[CH:11][C:10]2[C:5](=[CH:6][CH:7]=[C:8]([C:13]3[CH:18]=[CH:17][CH:16]=[C:15]([O:19]C)[CH:14]=3)[CH:9]=2)[C:4]=1[C:21]([NH:23][C:24]1[CH:29]=[CH:28][CH:27]=[C:26]([O:30]C)[CH:25]=1)=[O:22].B(Br)(Br)Br.